Predict the reactants needed to synthesize the given product. From a dataset of Full USPTO retrosynthesis dataset with 1.9M reactions from patents (1976-2016). The reactants are: [C:1]([Si:5]([CH3:21])([CH3:20])[O:6][C@H:7]1[CH2:12][CH2:11][C@H:10]([N:13]2[CH2:18][CH2:17][CH2:16][CH2:15][C:14]2=[O:19])[CH2:9][CH2:8]1)([CH3:4])([CH3:3])[CH3:2].[Li+].CC([N-]C(C)C)C.Br[CH2:31][C:32]1[S:36][C:35]2[CH:37]=[CH:38][CH:39]=[CH:40][C:34]=2[C:33]=1[Cl:41]. Given the product [C:1]([Si:5]([CH3:21])([CH3:20])[O:6][C@H:7]1[CH2:8][CH2:9][C@H:10]([N:13]2[CH2:18][CH2:17][CH2:16][CH:15]([CH2:31][C:32]3[S:36][C:35]4[CH:37]=[CH:38][CH:39]=[CH:40][C:34]=4[C:33]=3[Cl:41])[C:14]2=[O:19])[CH2:11][CH2:12]1)([CH3:4])([CH3:3])[CH3:2], predict the reactants needed to synthesize it.